This data is from Forward reaction prediction with 1.9M reactions from USPTO patents (1976-2016). The task is: Predict the product of the given reaction. (1) Given the reactants [Cl:1][S:2]([OH:5])(=O)=[O:3].[CH2:6]([N:8]1[CH2:12][CH2:11][C@@H:10]([N:13]([CH2:20][CH2:21][C:22]2[CH:27]=[CH:26][CH:25]=[C:24]([F:28])[CH:23]=2)[C:14](=[O:19])[C:15]([F:18])([F:17])[F:16])[CH2:9]1)[CH3:7], predict the reaction product. The product is: [CH2:6]([N:8]1[CH2:12][CH2:11][C@@H:10]([N:13]([CH2:20][CH2:21][C:22]2[CH:23]=[C:24]([F:28])[CH:25]=[CH:26][C:27]=2[S:2]([Cl:1])(=[O:5])=[O:3])[C:14](=[O:19])[C:15]([F:18])([F:16])[F:17])[CH2:9]1)[CH3:7]. (2) Given the reactants [F:1][C:2]1[CH:7]=[CH:6][C:5]([CH3:8])=[CH:4][C:3]=1[CH2:9][CH2:10][O:11][C:12]1[CH:13]=[C:14]([CH:28]=[CH:29][C:30]=1[O:31][CH3:32])[C:15](NC1(C(O)=O)CCCCCC1)=[O:16].[OH-:33].[Li+], predict the reaction product. The product is: [F:1][C:2]1[CH:7]=[CH:6][C:5]([CH3:8])=[CH:4][C:3]=1[CH2:9][CH2:10][O:11][C:12]1[CH:13]=[C:14]([CH:28]=[CH:29][C:30]=1[O:31][CH3:32])[C:15]([OH:16])=[O:33]. (3) Given the reactants [CH3:1][O:2][C:3]1[C:11]([O:12][C:13]([F:16])([F:15])[F:14])=[CH:10][CH:9]=[CH:8][C:4]=1[C:5]([OH:7])=O.ON1C2C=CC=CC=2N=N1.[NH:27]1[CH2:32][CH2:31][O:30][CH2:29][CH2:28]1.CN(CCCN=C=NCC)C.Cl, predict the reaction product. The product is: [CH3:1][O:2][C:3]1[C:11]([O:12][C:13]([F:16])([F:15])[F:14])=[CH:10][CH:9]=[CH:8][C:4]=1[C:5]([N:27]1[CH2:32][CH2:31][O:30][CH2:29][CH2:28]1)=[O:7]. (4) Given the reactants [C:1]([O:5][C:6]([N:8]1[CH2:13][CH2:12][CH:11]([O:14][C:15]2[C:20]([Cl:21])=[CH:19][C:18]([N+:22]([O-])=O)=[CH:17][C:16]=2[Cl:25])[CH2:10][CH2:9]1)=[O:7])([CH3:4])([CH3:3])[CH3:2], predict the reaction product. The product is: [C:1]([O:5][C:6]([N:8]1[CH2:9][CH2:10][CH:11]([O:14][C:15]2[C:16]([Cl:25])=[CH:17][C:18]([NH2:22])=[CH:19][C:20]=2[Cl:21])[CH2:12][CH2:13]1)=[O:7])([CH3:4])([CH3:2])[CH3:3]. (5) The product is: [CH3:25][C:26]1([NH:30][C:21]([C:17]2[N:18]([CH3:20])[N:19]=[C:15]([O:14][CH2:13][C:12]3[C:8]([C:5]4[CH:4]=[CH:3][C:2]([F:1])=[CH:7][CH:6]=4)=[N:9][O:10][C:11]=3[CH3:24])[CH:16]=2)=[O:22])[CH2:29][O:28][CH2:27]1. Given the reactants [F:1][C:2]1[CH:7]=[CH:6][C:5]([C:8]2[C:12]([CH2:13][O:14][C:15]3[CH:16]=[C:17]([C:21](O)=[O:22])[N:18]([CH3:20])[N:19]=3)=[C:11]([CH3:24])[O:10][N:9]=2)=[CH:4][CH:3]=1.[CH3:25][C:26]1([NH2:30])[CH2:29][O:28][CH2:27]1, predict the reaction product. (6) Given the reactants [CH2:1]([N:8]([CH2:19][C:20]1[CH:36]=[CH:35][C:23]([C:24]([NH:26][CH2:27][C:28]2C=C[CH:31]=[C:30](Cl)[CH:29]=2)=[O:25])=[CH:22][CH:21]=1)[S:9]([C:12]1[CH:17]=[CH:16][C:15]([Cl:18])=[CH:14][CH:13]=1)(=[O:11])=[O:10])[C:2]1[CH:7]=[CH:6][CH:5]=[CH:4][CH:3]=1.[S:37]1C=CC=C1CN.Cl.CN(C)CCCN=C=NCC.ON1C2C=CC=CC=2N=N1, predict the reaction product. The product is: [CH2:1]([N:8]([CH2:19][C:20]1[CH:36]=[CH:35][C:23]([C:24]([NH:26][CH2:27][C:28]2[S:37][CH:31]=[CH:30][CH:29]=2)=[O:25])=[CH:22][CH:21]=1)[S:9]([C:12]1[CH:17]=[CH:16][C:15]([Cl:18])=[CH:14][CH:13]=1)(=[O:11])=[O:10])[C:2]1[CH:7]=[CH:6][CH:5]=[CH:4][CH:3]=1. (7) Given the reactants [CH3:1][C:2]1[C:3](=[O:10])[CH:4]=[C:5]([CH3:9])[C:6](=[O:8])[CH:7]=1.S(S([O-])=O)([O-])=O.[Na+].[Na+], predict the reaction product. The product is: [CH3:9][C:5]1[CH:4]=[C:3]([OH:10])[C:2]([CH3:1])=[CH:7][C:6]=1[OH:8].